The task is: Predict the reactants needed to synthesize the given product.. This data is from Full USPTO retrosynthesis dataset with 1.9M reactions from patents (1976-2016). (1) Given the product [Cl:8][C:6](=[O:7])[C:5]([O:4][CH:2]([CH3:3])[CH3:1])=[O:9], predict the reactants needed to synthesize it. The reactants are: [CH3:1][CH:2]([OH:4])[CH3:3].[C:5](Cl)(=[O:9])[C:6]([Cl:8])=[O:7].Cl. (2) The reactants are: [OH:1][C:2]1[C:9]([O:10]C)=[CH:8][C:5]([C:6]#[N:7])=[C:4]([CH2:12][C:13]2[CH:18]=[CH:17][C:16]([C:19]([F:22])([F:21])[F:20])=[CH:15][CH:14]=2)[C:3]=1[C:23]#[N:24].BrC1C(C#N)=C(O)C(OC)=CC=1C#N.CC1(C)C(C)(C)OB(CC2C=CC(C(F)(F)F)=CC=2)O1. Given the product [OH:1][C:2]1[C:9]([OH:10])=[CH:8][C:5]([C:6]#[N:7])=[C:4]([CH2:12][C:13]2[CH:14]=[CH:15][C:16]([C:19]([F:20])([F:21])[F:22])=[CH:17][CH:18]=2)[C:3]=1[C:23]#[N:24], predict the reactants needed to synthesize it. (3) Given the product [I-:26].[CH3:8][N+:9]1[CH:14]=[CH:13][CH:12]=[CH:11][C:10]=1[CH2:15][C:16]([C:18]1[CH:19]=[CH:20][C:21]([CH3:24])=[CH:22][CH:23]=1)=[O:17], predict the reactants needed to synthesize it. The reactants are: F[P-](F)(F)(F)(F)F.[CH3:8][N+:9]1[CH:14]=[CH:13][CH:12]=[CH:11][C:10]=1[CH2:15][C:16]([C:18]1[CH:23]=[CH:22][C:21]([CH3:24])=[CH:20][CH:19]=1)=[O:17].[Na+].[I-:26].